This data is from Catalyst prediction with 721,799 reactions and 888 catalyst types from USPTO. The task is: Predict which catalyst facilitates the given reaction. (1) Reactant: [CH2:1]([O:3][C:4]([C:6]1[CH:7]([C:25]2C=[CH:29][CH:28]=[CH:27][C:26]=2Cl)[N:8]([CH2:20][CH2:21][CH2:22][NH:23][CH3:24])[C:9](=[O:19])[NH:10][C:11]=1[CH2:12][O:13][CH2:14][CH2:15][N:16]=[N+:17]=[N-:18])=[O:5])[CH3:2].C(N(CC)CC)C.[C:39](Cl)(=[O:48])[CH2:40][CH2:41][C:42]1[CH:47]=[CH:46][CH:45]=[CH:44][CH:43]=1.[CH2:50]([Cl:52])Cl. Product: [CH2:1]([O:3][C:4]([C:6]1[CH:7]([C:25]2[CH:26]=[CH:27][CH:28]=[CH:29][C:50]=2[Cl:52])[N:8]([CH2:20][CH2:21][CH2:22][N:23]([CH3:24])[C:39](=[O:48])[CH2:40][CH2:41][C:42]2[CH:47]=[CH:46][CH:45]=[CH:44][CH:43]=2)[C:9](=[O:19])[NH:10][C:11]=1[CH2:12][O:13][CH2:14][CH2:15][N:16]=[N+:17]=[N-:18])=[O:5])[CH3:2]. The catalyst class is: 25. (2) Reactant: [CH3:1][O:2][C:3]1[CH:22]=[CH:21][C:6]([CH2:7][O:8][C:9]2[CH:10]=[C:11]([CH:15]=[C:16]([N+:18]([O-:20])=[O:19])[CH:17]=2)[C:12](Cl)=[O:13])=[CH:5][CH:4]=1.C(Cl)(Cl)Cl.[I-].[C:28]([C:30]1[CH:31]=[C:32]([Zn+])[CH:33]=[CH:34][CH:35]=1)#[N:29].O. Product: [CH3:1][O:2][C:3]1[CH:22]=[CH:21][C:6]([CH2:7][O:8][C:9]2[CH:10]=[C:11]([CH:15]=[C:16]([N+:18]([O-:20])=[O:19])[CH:17]=2)[C:12]([C:34]2[CH:35]=[C:30]([CH:31]=[CH:32][CH:33]=2)[C:28]#[N:29])=[O:13])=[CH:5][CH:4]=1. The catalyst class is: 443.